From a dataset of NCI-60 drug combinations with 297,098 pairs across 59 cell lines. Regression. Given two drug SMILES strings and cell line genomic features, predict the synergy score measuring deviation from expected non-interaction effect. (1) Drug 1: C1=CC(=CC=C1C#N)C(C2=CC=C(C=C2)C#N)N3C=NC=N3. Drug 2: C1=CN(C=N1)CC(O)(P(=O)(O)O)P(=O)(O)O. Cell line: U251. Synergy scores: CSS=6.12, Synergy_ZIP=4.69, Synergy_Bliss=7.74, Synergy_Loewe=9.98, Synergy_HSA=3.92. (2) Drug 1: CC1=C(N=C(N=C1N)C(CC(=O)N)NCC(C(=O)N)N)C(=O)NC(C(C2=CN=CN2)OC3C(C(C(C(O3)CO)O)O)OC4C(C(C(C(O4)CO)O)OC(=O)N)O)C(=O)NC(C)C(C(C)C(=O)NC(C(C)O)C(=O)NCCC5=NC(=CS5)C6=NC(=CS6)C(=O)NCCC[S+](C)C)O. Drug 2: CC1CCCC2(C(O2)CC(NC(=O)CC(C(C(=O)C(C1O)C)(C)C)O)C(=CC3=CSC(=N3)C)C)C. Cell line: PC-3. Synergy scores: CSS=47.2, Synergy_ZIP=-2.74, Synergy_Bliss=-5.07, Synergy_Loewe=-11.8, Synergy_HSA=-1.63. (3) Drug 1: CCC1(CC2CC(C3=C(CCN(C2)C1)C4=CC=CC=C4N3)(C5=C(C=C6C(=C5)C78CCN9C7C(C=CC9)(C(C(C8N6C=O)(C(=O)OC)O)OC(=O)C)CC)OC)C(=O)OC)O.OS(=O)(=O)O. Drug 2: CN(CCCl)CCCl.Cl. Cell line: NCI-H226. Synergy scores: CSS=3.30, Synergy_ZIP=4.49, Synergy_Bliss=1.35, Synergy_Loewe=-1.76, Synergy_HSA=1.20.